From a dataset of Full USPTO retrosynthesis dataset with 1.9M reactions from patents (1976-2016). Predict the reactants needed to synthesize the given product. (1) Given the product [CH3:19][O:18][C:15]1[CH:14]=[CH:13][C:12]([S:11][CH:5]([CH2:6][CH2:7][CH2:8][CH2:9][CH3:10])[C:4]([OH:20])=[O:3])=[CH:17][CH:16]=1, predict the reactants needed to synthesize it. The reactants are: C([O:3][C:4](=[O:20])[CH:5]([S:11][C:12]1[CH:17]=[CH:16][C:15]([O:18][CH3:19])=[CH:14][CH:13]=1)[CH2:6][CH2:7][CH2:8][CH2:9][CH3:10])C. (2) The reactants are: Cl.[CH:2]1([C@@H:5]([NH2:10])[C:6]([F:9])([F:8])[F:7])[CH2:4][CH2:3]1.Br[CH2:12][C:13]1[CH:18]=[CH:17][CH:16]=[CH:15][CH:14]=1.C([O-])([O-])=O.[K+].[K+]. Given the product [CH2:12]([NH:10][C@H:5]([CH:2]1[CH2:4][CH2:3]1)[C:6]([F:9])([F:8])[F:7])[C:13]1[CH:18]=[CH:17][CH:16]=[CH:15][CH:14]=1, predict the reactants needed to synthesize it. (3) Given the product [CH3:6][C:7]1[CH:23]=[CH:22][C:10]([CH2:11][C:12]2[S:16][C:15]([CH2:17][C:18]3[CH:25]=[C:24]([C:26]4[C:27]([NH2:33])=[N:28][C:29]([NH2:32])=[CH:30][CH:31]=4)[O:20][N:19]=3)=[CH:14][CH:13]=2)=[CH:9][CH:8]=1, predict the reactants needed to synthesize it. The reactants are: O1CCCC1.[CH3:6][C:7]1[CH:23]=[CH:22][C:10]([CH2:11][C:12]2[S:16][C:15]([CH2:17][C:18](Cl)=[N:19][OH:20])=[CH:14][CH:13]=2)=[CH:9][CH:8]=1.[C:24]([C:26]1[C:27]([NH2:33])=[N:28][C:29]([NH2:32])=[CH:30][CH:31]=1)#[CH:25].C(N(CC)CC)C. (4) Given the product [NH2:1][C:2]1[C:6]([Cl:7])=[CH:5][N:4]([CH2:8][C:9]([O:11][CH3:13])=[O:10])[N:3]=1, predict the reactants needed to synthesize it. The reactants are: [NH2:1][C:2]1[C:6]([Cl:7])=[CH:5][N:4]([CH2:8][C:9]([OH:11])=[O:10])[N:3]=1.[Si](C=[N+]=[N-])(C)(C)[CH3:13]. (5) Given the product [OH:2][C:3]1[CH:16]=[CH:15][C:14]([O:17][C:18]2[C:26]([CH3:27])=[CH:25][C:24]([N+:28]([O-:30])=[O:29])=[C:23]3[C:19]=2[CH2:20][CH2:21][CH2:22]3)=[CH:13][C:4]=1[CH2:5][C:6]1[CH:7]=[CH:8][C:9](=[O:12])[NH:10][N:11]=1, predict the reactants needed to synthesize it. The reactants are: C[O:2][C:3]1[CH:16]=[CH:15][C:14]([O:17][C:18]2[C:26]([CH3:27])=[CH:25][C:24]([N+:28]([O-:30])=[O:29])=[C:23]3[C:19]=2[CH2:20][CH2:21][CH2:22]3)=[CH:13][C:4]=1[CH2:5][C:6]1[CH:7]=[CH:8][C:9](=[O:12])[NH:10][N:11]=1.Br.O. (6) Given the product [C:43]1([CH2:20][CH2:19][C:13]2[CH:14]=[CH:15][CH:16]=[CH:17][C:18]=2[C:32]#[N:30])[C:44]2[C:39](=[CH:38][CH:37]=[CH:36][CH:35]=2)[CH:40]=[CH:41][CH:42]=1, predict the reactants needed to synthesize it. The reactants are: C([Li])CCC.C(NC(C)C)(C)C.[C:13]1([CH2:19][C:20]#N)[CH:18]=[CH:17][CH:16]=[CH:15][CH:14]=1.CN(P([N:30]([CH3:32])C)(N(C)C)=O)C.ClC[C:35]1[C:44]2[C:39](=[CH:40][CH:41]=[CH:42][CH:43]=2)[CH:38]=[CH:37][CH:36]=1. (7) Given the product [Br:9][C:10]1[CH:11]=[N:12][CH:13]=[C:14]([CH2:16][N:5]2[CH2:6][CH2:7][CH2:8][C@H:4]2[CH2:3][O:2][CH3:1])[CH:15]=1, predict the reactants needed to synthesize it. The reactants are: [CH3:1][O:2][CH2:3][C@@H:4]1[CH2:8][CH2:7][CH2:6][NH:5]1.[Br:9][C:10]1[CH:11]=[N:12][CH:13]=[C:14]([CH2:16]Cl)[CH:15]=1.[H-].[Na+]. (8) Given the product [C:1]([C:5]1[CH:6]=[C:7]([NH:18][C:19]([NH:21][C:22]2[C:31]3[C:26](=[CH:27][CH:28]=[CH:29][CH:30]=3)[C:25]([O:32][C:33]3[CH:38]=[CH:37][N:36]=[C:35]([NH:45][C:44]4[CH:46]=[C:47]([O:49][CH2:50][CH2:51][O:52][CH2:53][CH2:54][O:55][CH2:56][CH2:57][N:58]5[CH2:59][CH2:60][O:61][CH2:62][CH2:63]5)[CH:48]=[C:42]([O:41][CH3:40])[CH:43]=4)[N:34]=3)=[CH:24][CH:23]=2)=[O:20])[C:8]([O:16][CH3:17])=[C:9]([NH:11][S:12]([CH3:15])(=[O:14])=[O:13])[CH:10]=1)([CH3:4])([CH3:3])[CH3:2], predict the reactants needed to synthesize it. The reactants are: [C:1]([C:5]1[CH:6]=[C:7]([NH:18][C:19]([NH:21][C:22]2[C:31]3[C:26](=[CH:27][CH:28]=[CH:29][CH:30]=3)[C:25]([O:32][C:33]3[CH:38]=[CH:37][N:36]=[C:35](Cl)[N:34]=3)=[CH:24][CH:23]=2)=[O:20])[C:8]([O:16][CH3:17])=[C:9]([NH:11][S:12]([CH3:15])(=[O:14])=[O:13])[CH:10]=1)([CH3:4])([CH3:3])[CH3:2].[CH3:40][O:41][C:42]1[CH:43]=[C:44]([CH:46]=[C:47]([O:49][CH2:50][CH2:51][O:52][CH2:53][CH2:54][O:55][CH2:56][CH2:57][N:58]2[CH2:63][CH2:62][O:61][CH2:60][CH2:59]2)[CH:48]=1)[NH2:45].